This data is from Catalyst prediction with 721,799 reactions and 888 catalyst types from USPTO. The task is: Predict which catalyst facilitates the given reaction. (1) The catalyst class is: 237. Product: [Cl:24][C:3](=[N:2][OH:1])[C@H:4]1[CH2:9][C@@H:8]2[C@@H:6]([CH2:7]2)[N:5]1[C:10]([O:12][C:13]([CH3:16])([CH3:15])[CH3:14])=[O:11]. Reactant: [OH:1][N:2]=[CH:3][C@H:4]1[CH2:9][C@@H:8]2[C@@H:6]([CH2:7]2)[N:5]1[C:10]([O:12][C:13]([CH3:16])([CH3:15])[CH3:14])=[O:11].C1C(=O)N([Cl:24])C(=O)C1. (2) Reactant: [Cl:1][C:2]1[CH:3]=[C:4]([N:9]2[C:13]([C:14]3[CH:19]=[C:18]([CH3:20])[CH:17]=[C:16]([F:21])[CH:15]=3)=[CH:12][C:11]([C:22]([OH:24])=O)=[N:10]2)[CH:5]=[CH:6][C:7]=1[F:8].C(N(CC)C(C)C)(C)C.ClC1C=C(N2C(C3C=CC=C(OCCO)C=3)=CC(C([N:58]3[CH2:62][C:61](=[O:63])[NH:60][CH2:59]3)=O)=N2)C=CC=1. Product: [Cl:1][C:2]1[CH:3]=[C:4]([N:9]2[C:13]([C:14]3[CH:19]=[C:18]([CH3:20])[CH:17]=[C:16]([F:21])[CH:15]=3)=[CH:12][C:11]([C:22]([N:58]3[CH2:62][C:61](=[O:63])[NH:60][CH2:59]3)=[O:24])=[N:10]2)[CH:5]=[CH:6][C:7]=1[F:8]. The catalyst class is: 106. (3) Reactant: [CH3:1][O:2][C:3]1[CH:4]=[C:5]([C:9]2([C:16]([NH:18][S:19](=[O:34])(=[O:33])[O:20][C:21]3[C:26]([CH:27]([CH3:29])[CH3:28])=[CH:25][CH:24]=[CH:23][C:22]=3[CH:30]([CH3:32])[CH3:31])=[O:17])[CH2:14][CH2:13][C:12](=O)[CH2:11][CH2:10]2)[CH:6]=[CH:7][CH:8]=1.[NH2:35][C:36]1[CH:41]=[CH:40][CH:39]=[CH:38][CH:37]=1.C(O)(=O)C.C(O[BH-](OC(=O)C)OC(=O)C)(=O)C.[Na+]. Product: [NH:35]([CH:12]1[CH2:13][CH2:14][C:9]([C:16]([NH:18][S:19](=[O:34])(=[O:33])[O:20][C:21]2[C:26]([CH:27]([CH3:28])[CH3:29])=[CH:25][CH:24]=[CH:23][C:22]=2[CH:30]([CH3:31])[CH3:32])=[O:17])([C:5]2[CH:6]=[CH:7][CH:8]=[C:3]([O:2][CH3:1])[CH:4]=2)[CH2:10][CH2:11]1)[C:36]1[CH:41]=[CH:40][CH:39]=[CH:38][CH:37]=1. The catalyst class is: 26. (4) The catalyst class is: 5. Product: [F:3][C:4]([F:11])([CH2:9][OH:10])[C:5]([NH:2][CH3:1])=[O:6]. Reactant: [CH3:1][NH2:2].[F:3][C:4]([F:11])([CH2:9][OH:10])[C:5](OC)=[O:6]. (5) Reactant: [Cl:1][C:2]1[C:15]([Cl:16])=[CH:14][C:5]2[NH:6][C:7]([CH2:9][C:10]([F:13])([F:12])[F:11])=[N:8][C:4]=2[CH:3]=1.C(=O)([O-])[O-].[K+].[K+].[CH3:23][C:24]1[CH:25]=[C:26]([CH:29]=[CH:30][CH:31]=1)[CH2:27]Br. Product: [Cl:16][C:15]1[C:2]([Cl:1])=[CH:3][C:4]2[N:8]([CH2:23][C:24]3[CH:31]=[CH:30][CH:29]=[C:26]([CH3:27])[CH:25]=3)[C:7]([CH2:9][C:10]([F:12])([F:13])[F:11])=[N:6][C:5]=2[CH:14]=1. The catalyst class is: 3. (6) The catalyst class is: 3. Product: [NH2:31][C:32]1[C:33]([C:39]([NH:1][C:2]2[CH:3]=[N:4][CH:5]=[CH:6][C:7]=2[C:8]2[CH:9]=[C:10]([N:16]([C:24]([O:26][C:27]([CH3:30])([CH3:29])[CH3:28])=[O:25])[C:17]([O:19][C:20]([CH3:22])([CH3:23])[CH3:21])=[O:18])[N:11]=[C:12]([S:14][CH3:15])[N:13]=2)=[O:40])=[N:34][C:35]([Br:38])=[CH:36][CH:37]=1. Reactant: [NH2:1][C:2]1[CH:3]=[N:4][CH:5]=[CH:6][C:7]=1[C:8]1[N:13]=[C:12]([S:14][CH3:15])[N:11]=[C:10]([N:16]([C:24]([O:26][C:27]([CH3:30])([CH3:29])[CH3:28])=[O:25])[C:17]([O:19][C:20]([CH3:23])([CH3:22])[CH3:21])=[O:18])[CH:9]=1.[NH2:31][C:32]1[C:33]([C:39](O)=[O:40])=[N:34][C:35]([Br:38])=[CH:36][CH:37]=1.C(Cl)CCl.C1C=NC2N(O)N=NC=2C=1. (7) Reactant: [Cl:1][C:2]1[CH:7]=[C:6](Cl)[N:5]=[CH:4][N:3]=1.C(=O)([O-])[O-].[Na+].[Na+].[S:15]1[CH:19]=[CH:18][CH:17]=[C:16]1B(O)O. Product: [Cl:1][C:2]1[CH:7]=[C:6]([C:16]2[S:15][CH:19]=[CH:18][CH:17]=2)[N:5]=[CH:4][N:3]=1. The catalyst class is: 564. (8) Reactant: C([O:3][CH:4](OCC)[C:5]1[S:6][CH:7]=[C:8]([C:10]([O:12][CH3:13])=[O:11])[N:9]=1)C.Cl. Product: [CH:4]([C:5]1[S:6][CH:7]=[C:8]([C:10]([O:12][CH3:13])=[O:11])[N:9]=1)=[O:3]. The catalyst class is: 21. (9) Reactant: [C:1]([O:10]C)(=O)[C:2]1[C:3](=[CH:5][CH:6]=[CH:7][CH:8]=1)[SH:4].[CH:12]([O:15][C:16]1[CH:21]=[CH:20][C:19]([C:22]#[N:23])=[CH:18][N:17]=1)([CH3:14])[CH3:13].C(N(CC)CC)C. Product: [CH:12]([O:15][C:16]1[N:17]=[CH:18][C:19]([C:22]2[S:4][C:3]3[CH:5]=[CH:6][CH:7]=[CH:8][C:2]=3[C:1](=[O:10])[N:23]=2)=[CH:20][CH:21]=1)([CH3:14])[CH3:13]. The catalyst class is: 11.